This data is from Full USPTO retrosynthesis dataset with 1.9M reactions from patents (1976-2016). The task is: Predict the reactants needed to synthesize the given product. (1) Given the product [CH:1]1([NH:4][C:5](=[O:22])[C:6]2[CH:7]=[C:8]([CH2:17][CH2:18][CH2:19][O:20][CH3:21])[N:9]=[C:10]([CH2:12][CH2:13][CH2:14][O:15][CH3:16])[CH:11]=2)[CH2:3][CH2:2]1, predict the reactants needed to synthesize it. The reactants are: [CH:1]1([NH:4][C:5](=[O:22])[C:6]2[CH:11]=[C:10](/[CH:12]=[CH:13]/[CH2:14][O:15][CH3:16])[N:9]=[C:8](/[CH:17]=[CH:18]/[CH2:19][O:20][CH3:21])[CH:7]=2)[CH2:3][CH2:2]1. (2) Given the product [CH:30]1([CH2:29][N:3]2[CH2:8][CH2:7][CH:6]([N:9]3[CH2:13][CH2:12][N:11]([CH2:14][CH2:15][CH2:16][N:17]4[CH2:22][CH2:21][CH2:20][CH2:19][CH2:18]4)[C:10]3=[C:23]([C:24]#[N:25])[C:26]#[N:27])[CH2:5][CH2:4]2)[CH2:32][CH2:31]1, predict the reactants needed to synthesize it. The reactants are: Cl.Cl.[NH:3]1[CH2:8][CH2:7][CH:6]([N:9]2[CH2:13][CH2:12][N:11]([CH2:14][CH2:15][CH2:16][N:17]3[CH2:22][CH2:21][CH2:20][CH2:19][CH2:18]3)[C:10]2=[C:23]([C:26]#[N:27])[C:24]#[N:25])[CH2:5][CH2:4]1.Br[CH2:29][CH:30]1[CH2:32][CH2:31]1.C(=O)([O-])[O-].[K+].[K+].Cl. (3) Given the product [C:1]([O:5][C:6](=[O:25])[CH2:7][C@H:8]1[CH2:13][C@@H:12]([CH2:14][N:15]2[CH:19]=[CH:18][C:17]([NH2:20])=[N:16]2)[O:11][C:10]([CH3:24])([CH3:23])[O:9]1)([CH3:4])([CH3:2])[CH3:3], predict the reactants needed to synthesize it. The reactants are: [C:1]([O:5][C:6](=[O:25])[CH2:7][C@H:8]1[CH2:13][C@@H:12]([CH2:14][N:15]2[CH:19]=[CH:18][C:17]([N+:20]([O-])=O)=[N:16]2)[O:11][C:10]([CH3:24])([CH3:23])[O:9]1)([CH3:4])([CH3:3])[CH3:2].[H][H]. (4) Given the product [ClH:22].[CH3:1][O:2][C:3]1[CH:12]=[C:11]2[C:6]([CH:7]=[CH:8][C:9]([C:23]3[CH:24]=[C:25]([CH2:29][N:30]4[CH:34]=[CH:33][N:32]=[C:31]4[CH3:35])[N:26]=[N:27][CH:28]=3)=[CH:10]2)=[CH:5][CH:4]=1, predict the reactants needed to synthesize it. The reactants are: [CH3:1][O:2][C:3]1[CH:12]=[C:11]2[C:6]([CH:7]=[CH:8][C:9](B3OC(C)(C)C(C)(C)O3)=[CH:10]2)=[CH:5][CH:4]=1.[Cl:22][C:23]1[CH:24]=[C:25]([CH2:29][N:30]2[CH:34]=[CH:33][N:32]=[C:31]2[CH3:35])[N:26]=[N:27][CH:28]=1. (5) Given the product [Cl:1][C:2]1[CH:44]=[C:43]([C:45]([F:48])([F:47])[F:46])[CH:42]=[CH:41][C:3]=1[O:4][C:5]1[CH:10]=[CH:9][C:8]([N:11]2[C:16](=[O:17])[N:15]([C:18](=[O:27])[C:19]3[C:20]([F:26])=[CH:21][CH:22]=[CH:23][C:24]=3[F:25])[CH2:14][N:13]([C:28](=[O:39])[C:29]([OH:31])=[O:30])[CH2:12]2)=[C:7]([F:40])[CH:6]=1, predict the reactants needed to synthesize it. The reactants are: [Cl:1][C:2]1[CH:44]=[C:43]([C:45]([F:48])([F:47])[F:46])[CH:42]=[CH:41][C:3]=1[O:4][C:5]1[CH:10]=[CH:9][C:8]([N:11]2[C:16](=[O:17])[N:15]([C:18](=[O:27])[C:19]3[C:24]([F:25])=[CH:23][CH:22]=[CH:21][C:20]=3[F:26])[CH2:14][N:13]([C:28](=[O:39])[C:29]([O:31]CC3C=CC=CC=3)=[O:30])[CH2:12]2)=[C:7]([F:40])[CH:6]=1. (6) Given the product [Br:1][C:2]1[CH:3]=[CH:4][C:5]([C@@H:8]([N:10]2[CH2:15][CH2:14][C@@:13]([C:19]3[CH:24]=[CH:23][C:22]([F:25])=[CH:21][CH:20]=3)([CH2:16][CH2:17][N:30]3[CH2:31][CH2:32][C@@H:28]([F:27])[CH2:29]3)[O:12][C:11]2=[O:26])[CH3:9])=[CH:6][CH:7]=1, predict the reactants needed to synthesize it. The reactants are: [Br:1][C:2]1[CH:7]=[CH:6][C:5]([C@@H:8]([N:10]2[CH2:15][CH2:14][C@@:13]([C:19]3[CH:24]=[CH:23][C:22]([F:25])=[CH:21][CH:20]=3)([CH2:16][CH2:17]O)[O:12][C:11]2=[O:26])[CH3:9])=[CH:4][CH:3]=1.[F:27][C@@H:28]1[CH2:32][CH2:31][NH:30][CH2:29]1. (7) Given the product [Br:1][C:2]1[CH:7]=[C:6]2[C:5]([C:8]3[CH:13]=[CH:12][C:11]([C:14]([O:16][CH3:17])=[O:15])=[CH:10][C:9]=3[NH:18]2)=[C:4]([C:21]#[N:22])[CH:3]=1, predict the reactants needed to synthesize it. The reactants are: [Br:1][C:2]1[CH:7]=[CH:6][C:5]([C:8]2[CH:13]=[CH:12][C:11]([C:14]([O:16][CH3:17])=[O:15])=[CH:10][C:9]=2[N+:18]([O-])=O)=[C:4]([C:21]#[N:22])[CH:3]=1.C1(P(C2C=CC=CC=2)C2C=CC=CC=2)C=CC=CC=1.C(Cl)Cl.